This data is from Forward reaction prediction with 1.9M reactions from USPTO patents (1976-2016). The task is: Predict the product of the given reaction. (1) Given the reactants [CH3:1][CH:2]1[C@H:10]2[N:6]([CH2:7][CH2:8][CH2:9]2)[C:5](=[O:11])[CH2:4][C:3]1=O.[NH:13]1[CH2:17][CH2:16][CH2:15][CH2:14]1, predict the reaction product. The product is: [CH3:1][CH:2]1[C@H:10]2[N:6]([CH2:7][CH2:8][CH2:9]2)[C:5](=[O:11])[CH:4]=[C:3]1[N:13]1[CH2:17][CH2:16][CH2:15][CH2:14]1. (2) Given the reactants [CH3:1][O:2][C:3]1[CH:4]=[CH:5][C:6]([C:15]([OH:17])=O)=[C:7]2[C:11]=1[O:10][C:9]([CH2:12][O:13][CH3:14])=[CH:8]2.[CH3:18][N:19]1[C:23]([NH2:24])=[CH:22][CH:21]=[N:20]1, predict the reaction product. The product is: [CH3:18][N:19]1[C:23]([NH:24][C:15]([C:6]2[CH:5]=[CH:4][C:3]([O:2][CH3:1])=[C:11]3[O:10][C:9]([CH2:12][O:13][CH3:14])=[CH:8][C:7]=23)=[O:17])=[CH:22][CH:21]=[N:20]1. (3) Given the reactants [NH2:1][C:2]1[CH:3]=[CH:4][C:5]([CH3:21])=[C:6]([NH:8][C:9]2[N:14]=[C:13]([C:15]3[CH:16]=[N:17][CH:18]=[CH:19][CH:20]=3)[CH:12]=[CH:11][N:10]=2)[CH:7]=1.C(N(CC)CC)C.[Cl:29][CH2:30][C:31]1[CH:39]=[CH:38][C:34]([C:35](Cl)=[O:36])=[CH:33][CH:32]=1, predict the reaction product. The product is: [Cl:29][CH2:30][C:31]1[CH:39]=[CH:38][C:34]([C:35]([NH:1][C:2]2[CH:3]=[CH:4][C:5]([CH3:21])=[C:6]([NH:8][C:9]3[N:14]=[C:13]([C:15]4[CH:16]=[N:17][CH:18]=[CH:19][CH:20]=4)[CH:12]=[CH:11][N:10]=3)[CH:7]=2)=[O:36])=[CH:33][CH:32]=1. (4) Given the reactants C1(C)C=CC(S(O)(=O)=O)=CC=1.C[O:13][C:14](=[O:44])[C@H:15]([CH2:38][CH2:39][C:40]([O:42]C)=[O:41])[NH:16][C:17](=[O:37])[C:18]1[CH:23]=[CH:22][C:21]([CH2:24][CH2:25][C:26]2[C:34]3[C:33](=[O:35])[N:32]=[C:31]([NH2:36])[NH:30][C:29]=3[NH:28][CH:27]=2)=[CH:20][CH:19]=1.[OH-].[Na+:46], predict the reaction product. The product is: [CH:20]1[C:21]([CH2:24][CH2:25][C:26]2[C:34]3[C:33]([NH:32][C:31]([NH2:36])=[N:30][C:29]=3[NH:28][CH:27]=2)=[O:35])=[CH:22][CH:23]=[C:18]([C:17]([NH:16][C@@H:15]([C:14]([O-:44])=[O:13])[CH2:38][CH2:39][C:40]([O-:42])=[O:41])=[O:37])[CH:19]=1.[Na+:46].[Na+:46]. (5) Given the reactants [NH2:1][CH2:2][C@H:3]([NH:11][C:12]1[N:17]=[C:16]([N:18]([CH3:31])[C:19]2[CH:24]=[CH:23][N:22]=[C:21]([C:25]3[CH:30]=[CH:29][CH:28]=[CH:27][CH:26]=3)[N:20]=2)[CH:15]=[CH:14][N:13]=1)[CH2:4][C:5]1[CH:10]=[CH:9][CH:8]=[CH:7][CH:6]=1.[C:32]([O:36][C:37]([NH:39][CH2:40][C:41](O)=[O:42])=[O:38])([CH3:35])([CH3:34])[CH3:33].N=C=N, predict the reaction product. The product is: [CH3:31][N:18]([C:19]1[CH:24]=[CH:23][N:22]=[C:21]([C:25]2[CH:30]=[CH:29][CH:28]=[CH:27][CH:26]=2)[N:20]=1)[C:16]1[CH:15]=[CH:14][N:13]=[C:12]([NH:11][C@H:3]([CH2:4][C:5]2[CH:10]=[CH:9][CH:8]=[CH:7][CH:6]=2)[CH2:2][NH:1][C:41](=[O:42])[CH2:40][NH:39][C:37](=[O:38])[O:36][C:32]([CH3:33])([CH3:34])[CH3:35])[N:17]=1. (6) The product is: [Br:13][C:14]1[CH:15]=[N+:16]([O-:24])[CH:17]=[C:18]([C:20]2[O:21][C:6](=[O:7])[NH:23][N:22]=2)[CH:19]=1. Given the reactants N1([C:6](N2C=CN=C2)=[O:7])C=CN=C1.[Br:13][C:14]1[CH:15]=[N+:16]([O-:24])[CH:17]=[C:18]([C:20]([NH:22][NH2:23])=[O:21])[CH:19]=1, predict the reaction product. (7) Given the reactants [CH2:1]([O:3][C:4](=[O:27])[C:5]([N:7]([CH2:19][C:20]1[CH:25]=[CH:24][C:23]([NH2:26])=[CH:22][CH:21]=1)[CH2:8][C:9]1[CH:14]=[CH:13][C:12]([C:15]([F:18])([F:17])[F:16])=[CH:11][CH:10]=1)=[O:6])[CH3:2].[C:28](Cl)(=[O:39])[CH2:29][CH2:30][CH2:31][CH2:32][CH2:33][CH2:34][CH2:35][CH2:36][CH:37]=[CH2:38], predict the reaction product. The product is: [O:6]=[C:5]([N:7]([CH2:8][C:9]1[CH:10]=[CH:11][C:12]([C:15]([F:16])([F:17])[F:18])=[CH:13][CH:14]=1)[CH2:19][C:20]1[CH:21]=[CH:22][C:23]([NH:26][C:28](=[O:39])[CH2:29][CH2:30][CH2:31][CH2:32][CH2:33][CH2:34][CH2:35][CH2:36][CH:37]=[CH2:38])=[CH:24][CH:25]=1)[C:4]([O:3][CH2:1][CH3:2])=[O:27]. (8) Given the reactants [CH3:1][C:2]1[CH:7]=[CH:6][C:5]([CH3:8])=[CH:4][C:3]=1[C:9]1[CH:18]=[C:17]2[C:12]([C:13]([NH2:20])=[N:14][C:15]([NH2:19])=[N:16]2)=[CH:11][CH:10]=1.I[CH3:22].[H-].[Na+].O, predict the reaction product. The product is: [CH3:1][C:2]1[CH:7]=[CH:6][C:5]([CH3:8])=[CH:4][C:3]=1[C:9]1[CH:18]=[C:17]2[C:12]([C:13]([NH:20][CH3:22])=[N:14][C:15]([NH2:19])=[N:16]2)=[CH:11][CH:10]=1. (9) Given the reactants [CH3:1][NH:2][CH2:3][CH2:4][NH:5][CH3:6].C(=O)([O-])[O-].[K+].[K+].[CH3:13][O:14][C:15](=[O:27])[CH2:16][C:17]1[CH:22]=[CH:21][CH:20]=[C:19]([O:23][CH2:24][CH2:25]Br)[CH:18]=1.[C:39]([O:38][C:36](O[C:36]([O:38][C:39]([CH3:42])([CH3:41])[CH3:40])=[O:37])=[O:37])([CH3:42])([CH3:41])[CH3:40], predict the reaction product. The product is: [C:39]([O:38][C:36]([N:2]([CH3:1])[CH2:3][CH2:4][N:5]([CH3:6])[CH2:25][CH2:24][O:23][C:19]1[CH:18]=[C:17]([CH2:16][C:15]([O:14][CH3:13])=[O:27])[CH:22]=[CH:21][CH:20]=1)=[O:37])([CH3:40])([CH3:41])[CH3:42].